From a dataset of Forward reaction prediction with 1.9M reactions from USPTO patents (1976-2016). Predict the product of the given reaction. The product is: [OH:15][CH2:14][C@@H:9]1[CH2:10][CH2:11][C@H:12]([CH3:13])[N:8]1[C:6]([O:5][C:1]([CH3:2])([CH3:4])[CH3:3])=[O:7]. Given the reactants [C:1]([O:5][C:6]([N:8]1[C@@H:12]([CH3:13])[CH2:11][CH2:10][C@H:9]1[C:14](O)=[O:15])=[O:7])([CH3:4])([CH3:3])[CH3:2].B.CSC.CO, predict the reaction product.